Dataset: NCI-60 drug combinations with 297,098 pairs across 59 cell lines. Task: Regression. Given two drug SMILES strings and cell line genomic features, predict the synergy score measuring deviation from expected non-interaction effect. (1) Drug 1: C1C(C(OC1N2C=NC3=C(N=C(N=C32)Cl)N)CO)O. Drug 2: CN1C2=C(C=C(C=C2)N(CCCl)CCCl)N=C1CCCC(=O)O.Cl. Cell line: SK-MEL-2. Synergy scores: CSS=21.0, Synergy_ZIP=-9.79, Synergy_Bliss=-10.8, Synergy_Loewe=-30.5, Synergy_HSA=-10.2. (2) Drug 1: CN1C2=C(C=C(C=C2)N(CCCl)CCCl)N=C1CCCC(=O)O.Cl. Drug 2: B(C(CC(C)C)NC(=O)C(CC1=CC=CC=C1)NC(=O)C2=NC=CN=C2)(O)O. Cell line: MDA-MB-435. Synergy scores: CSS=57.7, Synergy_ZIP=-3.21, Synergy_Bliss=-0.781, Synergy_Loewe=-39.9, Synergy_HSA=-1.07. (3) Drug 1: C1CCC(CC1)NC(=O)N(CCCl)N=O. Drug 2: CS(=O)(=O)CCNCC1=CC=C(O1)C2=CC3=C(C=C2)N=CN=C3NC4=CC(=C(C=C4)OCC5=CC(=CC=C5)F)Cl. Cell line: CAKI-1. Synergy scores: CSS=38.8, Synergy_ZIP=-0.848, Synergy_Bliss=2.01, Synergy_Loewe=7.29, Synergy_HSA=7.79.